From a dataset of Full USPTO retrosynthesis dataset with 1.9M reactions from patents (1976-2016). Predict the reactants needed to synthesize the given product. (1) Given the product [Cl:10][C:11]1[CH:12]=[C:13]([NH:14][C:2]2[N:7]=[C:6]([NH:14][C:13]3[CH:15]=[CH:16][CH:17]=[C:11]([Cl:10])[CH:12]=3)[C:5]([F:9])=[CH:4][N:3]=2)[CH:15]=[CH:16][CH:17]=1, predict the reactants needed to synthesize it. The reactants are: Cl[C:2]1[N:7]=[C:6](Cl)[C:5]([F:9])=[CH:4][N:3]=1.[Cl:10][C:11]1[CH:12]=[C:13]([CH:15]=[CH:16][CH:17]=1)[NH2:14]. (2) Given the product [CH3:34][N:13]1[C:14](=[O:33])[C:15]2[NH:19][C:18]([C:28]([O:30][CH2:31][CH3:32])=[O:29])=[CH:17][C:16]=2[C:11]([C:3]2[CH:4]=[C:5]([N+:8]([O-:10])=[O:9])[CH:6]=[CH:7][C:2]=2[O:41][C:35]2[CH:40]=[CH:39][CH:38]=[CH:37][CH:36]=2)=[N:12]1, predict the reactants needed to synthesize it. The reactants are: F[C:2]1[CH:7]=[CH:6][C:5]([N+:8]([O-:10])=[O:9])=[CH:4][C:3]=1[C:11]1[C:16]2[CH:17]=[C:18]([C:28]([O:30][CH2:31][CH3:32])=[O:29])[N:19](COCC[Si](C)(C)C)[C:15]=2[C:14](=[O:33])[N:13]([CH3:34])[N:12]=1.[C:35]1([OH:41])[CH:40]=[CH:39][CH:38]=[CH:37][CH:36]=1.C(=O)([O-])[O-].[Cs+].[Cs+].